This data is from Full USPTO retrosynthesis dataset with 1.9M reactions from patents (1976-2016). The task is: Predict the reactants needed to synthesize the given product. Given the product [Si:31]([O:30][C@@H:11]1[C@H:9]([OH:10])[C@@H:8]([CH2:7][OH:6])[O:13][C@H:12]1[N:14]1[C:23]2[C:18](=[CH:19][C:20]([O:26][CH3:27])=[C:21]([O:24][CH3:25])[CH:22]=2)[C:17](=[O:28])[NH:16][C:15]1=[O:29])([C:34]([CH3:37])([CH3:35])[CH3:36])([CH3:32])[CH3:33], predict the reactants needed to synthesize it. The reactants are: C([Si]1(C(C)(C)C)[O:10][C@H:9]2[C@@H:11]([O:30][Si:31]([C:34]([CH3:37])([CH3:36])[CH3:35])([CH3:33])[CH3:32])[C@H:12]([N:14]3[C:23]4[C:18](=[CH:19][C:20]([O:26][CH3:27])=[C:21]([O:24][CH3:25])[CH:22]=4)[C:17](=[O:28])[NH:16][C:15]3=[O:29])[O:13][C@@H:8]2[CH2:7][O:6]1)(C)(C)C.N1C=CC=CC=1.N1C=CC=CC=1.F.C(=O)(O)[O-].[Na+].